Dataset: Catalyst prediction with 721,799 reactions and 888 catalyst types from USPTO. Task: Predict which catalyst facilitates the given reaction. (1) Reactant: Cl[C:2]1[N:3]=[C:4]2[CH:18]=[C:17]([C:19]([F:22])([F:21])[F:20])[CH:16]=[N:15][C:5]2=[N:6][C:7]=1[N:8]1[CH2:13][CH2:12][N:11]([CH3:14])[CH2:10][CH2:9]1.O.[NH2:24][NH2:25]. Product: [NH:24]([C:2]1[N:3]=[C:4]2[CH:18]=[C:17]([C:19]([F:22])([F:21])[F:20])[CH:16]=[N:15][C:5]2=[N:6][C:7]=1[N:8]1[CH2:13][CH2:12][N:11]([CH3:14])[CH2:10][CH2:9]1)[NH2:25]. The catalyst class is: 14. (2) Reactant: Cl.[CH3:2][O:3][C:4](=[O:9])[C@@H:5]([CH2:7][OH:8])[NH2:6].C(N(CC)CC)C.[CH2:17]([O:21][C:22]1[CH:27]=[CH:26][C:25]([S:28](Cl)(=[O:30])=[O:29])=[CH:24][CH:23]=1)[C:18]#[C:19][CH3:20].O. Product: [CH2:17]([O:21][C:22]1[CH:27]=[CH:26][C:25]([S:28]([NH:6][CH:5]([CH2:7][OH:8])[C:4]([O:3][CH3:2])=[O:9])(=[O:30])=[O:29])=[CH:24][CH:23]=1)[C:18]#[C:19][CH3:20]. The catalyst class is: 4. (3) Reactant: [NH2:1][C:2]1[C:7]([C:8]([C:10]2[CH:15]=[C:14]([CH3:16])[CH:13]=[CH:12][C:11]=2[O:17][CH3:18])=[O:9])=[CH:6][N:5]=[C:4]([S:19][CH2:20][CH3:21])[N:3]=1.ClC1C=C(C=CC=1)C(OO)=[O:27]. Product: [NH2:1][C:2]1[C:7]([C:8]([C:10]2[CH:15]=[C:14]([CH3:16])[CH:13]=[CH:12][C:11]=2[O:17][CH3:18])=[O:9])=[CH:6][N:5]=[C:4]([S:19]([CH2:20][CH3:21])=[O:27])[N:3]=1. The catalyst class is: 373. (4) Reactant: [Cl:1][C:2]1[C:7]([O:8][CH3:9])=[CH:6][C:5]([C:10]2[CH:11]=[CH:12][C:13]([N:16]3[CH2:22][CH2:21][CH2:20][N:19]([C:23]4[CH:28]=[CH:27][C:26]([C:29]5[CH:34]=[C:33]([O:35][CH3:36])[C:32]([Cl:37])=[C:31]([O:38][CH3:39])[CH:30]=5)=[CH:25][N:24]=4)[CH2:18][CH2:17]3)=[N:14][CH:15]=2)=[CH:4][C:3]=1[O:40][CH3:41].[CH3:42][S:43]([OH:46])(=[O:45])=[O:44]. Product: [CH3:42][S:43]([OH:46])(=[O:45])=[O:44].[CH3:42][S:43]([OH:46])(=[O:45])=[O:44].[Cl:37][C:32]1[C:31]([O:38][CH3:39])=[CH:30][C:29]([C:26]2[CH:27]=[CH:28][C:23]([N:19]3[CH2:20][CH2:21][CH2:22][N:16]([C:13]4[CH:12]=[CH:11][C:10]([C:5]5[CH:6]=[C:7]([O:8][CH3:9])[C:2]([Cl:1])=[C:3]([O:40][CH3:41])[CH:4]=5)=[CH:15][N:14]=4)[CH2:17][CH2:18]3)=[N:24][CH:25]=2)=[CH:34][C:33]=1[O:35][CH3:36]. The catalyst class is: 5. (5) Reactant: Br[C:2]1[CH:7]=[CH:6][C:5]([O:8][CH2:9][CH2:10][CH2:11][CH3:12])=[C:4]([F:13])[CH:3]=1.[Li]CCCC.[B:19](OC)([O:22]C)[O:20]C.Cl. Product: [CH2:9]([O:8][C:5]1[CH:6]=[CH:7][C:2]([B:19]([OH:22])[OH:20])=[CH:3][C:4]=1[F:13])[CH2:10][CH2:11][CH3:12]. The catalyst class is: 1. (6) Reactant: [C:1]([O:5][P:6]([O:13][CH2:14][C@@H:15]([NH:24]C(=O)OCC1C2C=CC=CC=2C2C1=CC=CC=2)[C:16]1[CH:21]=[C:20]([I:22])[CH:19]=[C:18]([F:23])[CH:17]=1)([O:8][C:9]([CH3:12])([CH3:11])[CH3:10])=[O:7])([CH3:4])([CH3:3])[CH3:2].CN(C=O)C.N1CCCCC1.C(N1CCCCC1)(OCC1C2C(=CC=CC=2)C2C1=CC=CC=2)=O. Product: [P:6]([O:8][C:9]([CH3:12])([CH3:11])[CH3:10])([O:5][C:1]([CH3:2])([CH3:4])[CH3:3])([O:13][CH2:14][C@@H:15]([NH2:24])[C:16]1[CH:21]=[C:20]([I:22])[CH:19]=[C:18]([F:23])[CH:17]=1)=[O:7]. The catalyst class is: 13. (7) Reactant: [CH:1]1([CH:7]([C:9]2[C:17]3[C:12](=[CH:13][CH:14]=[CH:15][CH:16]=3)[N:11]([C:18]3[CH:23]=[CH:22][CH:21]=[CH:20][CH:19]=3)[N:10]=2)O)[CH2:6][CH2:5][CH2:4][CH2:3][CH2:2]1.N1C=CC=CC=1.S(Cl)([Cl:32])=O.C(=O)([O-])O.[Na+]. Product: [Cl:32][CH:7]([CH:1]1[CH2:6][CH2:5][CH2:4][CH2:3][CH2:2]1)[C:9]1[C:17]2[C:12](=[CH:13][CH:14]=[CH:15][CH:16]=2)[N:11]([C:18]2[CH:23]=[CH:22][CH:21]=[CH:20][CH:19]=2)[N:10]=1. The catalyst class is: 11.